Dataset: Reaction yield outcomes from USPTO patents with 853,638 reactions. Task: Predict the reaction yield, written as a fraction of the theoretical maximum amount of product (1.0 means a 100% yield; for example, 0.34 means a 34% yield). The reactants are [CH3:1][N:2]([S:23]([C:26]1[CH:31]=[CH:30][CH:29]=[CH:28][C:27]=1[C:32]([F:35])([F:34])[F:33])(=[O:25])=[O:24])[C:3]1[CH:4]=[CH:5][CH:6]=[C:7]2[C:11]=1[NH:10][C:9]([C:12]1[S:13][CH:14]([CH2:17][C:18](OCC)=[O:19])[CH2:15][N:16]=1)=[CH:8]2.[BH4-].[Li+].O1CCCC1.C(O)(=O)CC(CC(O)=O)(C(O)=O)O. The catalyst is CO. The product is [OH:19][CH2:18][CH2:17][CH:14]1[S:13][C:12]([C:9]2[NH:10][C:11]3[C:7]([CH:8]=2)=[CH:6][CH:5]=[CH:4][C:3]=3[N:2]([CH3:1])[S:23]([C:26]2[CH:31]=[CH:30][CH:29]=[CH:28][C:27]=2[C:32]([F:33])([F:34])[F:35])(=[O:24])=[O:25])=[N:16][CH2:15]1. The yield is 0.610.